Predict the product of the given reaction. From a dataset of Forward reaction prediction with 1.9M reactions from USPTO patents (1976-2016). (1) Given the reactants C(OC([N:8]1[CH2:13][CH2:12][CH:11]([NH:14][C:15]2[CH:20]=[CH:19][CH:18]=[C:17]([CH3:21])[C:16]=2[CH3:22])[CH2:10][CH2:9]1)=O)(C)(C)C.[ClH:23], predict the reaction product. The product is: [ClH:23].[ClH:23].[CH3:22][C:16]1[C:17]([CH3:21])=[CH:18][CH:19]=[CH:20][C:15]=1[NH:14][CH:11]1[CH2:12][CH2:13][NH:8][CH2:9][CH2:10]1. (2) The product is: [F:30][CH:2]([F:1])[C:3]1[CH:8]=[C:7]([O:9][CH2:10][C@H:11]2[CH2:15][O:14][C:13]([CH3:16])([CH3:17])[O:12]2)[CH:6]=[CH:5][C:4]=1[C:18]1[NH:22][C:21]2[CH:23]=[CH:24][CH:25]=[C:26]([C:27]([NH:52][C:47]3[CH2:48][CH:49]=[CH:50][N:51]=3)=[O:28])[C:20]=2[N:19]=1. Given the reactants [F:1][CH:2]([F:30])[C:3]1[CH:8]=[C:7]([O:9][CH2:10][C@H:11]2[CH2:15][O:14][C:13]([CH3:17])([CH3:16])[O:12]2)[CH:6]=[CH:5][C:4]=1[C:18]1[NH:22][C:21]2[CH:23]=[CH:24][CH:25]=[C:26]([C:27](O)=[O:28])[C:20]=2[N:19]=1.S1C=CN=C1N.CN(C(ON1N=[N:52][C:47]2[CH:48]=[CH:49][CH:50]=[N:51]C1=2)=[N+](C)C)C.F[P-](F)(F)(F)(F)F.CCN(C(C)C)C(C)C, predict the reaction product. (3) Given the reactants [OH:1][CH2:2][C:3]1[CH:8]=[CH:7][C:6]([NH:9][CH:10]=[C:11]2[C:19]3[C:14](=[CH:15][C:16]([C:20]([C:22]4[CH:23]=[C:24]([NH:28][C:29]([C:31]5[N:32]([CH3:37])[N:33]=[C:34]([CH3:36])[CH:35]=5)=[O:30])[CH:25]=[CH:26][CH:27]=4)=[O:21])=[CH:17][CH:18]=3)[NH:13][C:12]2=[O:38])=[CH:5][CH:4]=1.Cl.[CH3:40][N:41]([CH2:43][C:44](Cl)=[O:45])[CH3:42].C(N(CC)CC)C, predict the reaction product. The product is: [CH3:37][N:32]1[C:31]([C:29]([NH:28][C:24]2[CH:23]=[C:22]([CH:27]=[CH:26][CH:25]=2)[C:20]([C:16]2[CH:15]=[C:14]3[C:19]([C:11](=[CH:10][NH:9][C:6]4[CH:5]=[CH:4][C:3]([CH2:2][O:1][C:44](=[O:45])[CH2:43][N:41]([CH3:42])[CH3:40])=[CH:8][CH:7]=4)[C:12](=[O:38])[NH:13]3)=[CH:18][CH:17]=2)=[O:21])=[O:30])=[CH:35][C:34]([CH3:36])=[N:33]1.